Predict the product of the given reaction. From a dataset of Forward reaction prediction with 1.9M reactions from USPTO patents (1976-2016). (1) The product is: [CH:1]1[CH:10]=[CH:9][CH:8]=[C:7]2[C:2]=1[C:3]1[N:18]([S:20]([Cl:19])(=[O:23])=[O:21])[C:17]3[C:12](=[CH:13][CH:14]=[C:15]([S:20]([Cl:19])(=[O:23])=[O:21])[CH:16]=3)[C:4]=1[NH:5][C:6]2=[O:11]. Given the reactants [CH:1]1[CH:10]=[CH:9][CH:8]=[C:7]2[C:2]=1[C:3]1[NH:18][C:17]3[C:12](=[CH:13][CH:14]=[CH:15][CH:16]=3)[C:4]=1[NH:5][C:6]2=[O:11].[Cl:19][S:20]([OH:23])(=O)=[O:21], predict the reaction product. (2) Given the reactants [C:1]([O:4][C@@H:5]1[C@@H:10]([O:11][C:12](=[O:14])[CH3:13])[C@H:9]([O:15][C:16](=[O:18])[CH3:17])[C@@H:8]([O:19]/[C:20](/[C:29]([O:31][CH2:32][CH3:33])=[O:30])=[CH:21]\[C:22]2[CH:27]=[CH:26][CH:25]=[CH:24][C:23]=2F)[O:7][C@H:6]1[CH2:34][O:35][C:36](=[O:38])[CH3:37])(=[O:3])[CH3:2].[Cl:39]C1C=CC(CC(=O)C(OCC)=O)=CC=1.[H-].[Na+].[Br-].C(O[C@@H]1[C@@H](OC(=O)C)[C@@H](OC(=O)C)[C@@H](COC(=O)C)O[C@@H]1O)(=O)C, predict the reaction product. The product is: [C:1]([O:4][C@H:5]1[C@@H:10]([O:11][C:12](=[O:14])[CH3:13])[C@H:9]([O:15][C:16](=[O:18])[CH3:17])[C@@H:8]([O:19]/[C:20](/[C:29]([O:31][CH2:32][CH3:33])=[O:30])=[CH:21]\[C:22]2[CH:27]=[CH:26][C:25]([Cl:39])=[CH:24][CH:23]=2)[O:7][C@H:6]1[CH2:34][O:35][C:36](=[O:38])[CH3:37])(=[O:3])[CH3:2]. (3) Given the reactants CS(C)=O.C(Cl)(=O)C(Cl)=O.[CH2:11]([O:13][CH2:14][C:15]1[N:16]([CH2:29][CH2:30][OH:31])[C:17]2[C:22]([CH3:23])=[C:21]([CH3:24])[N:20]3[N:25]=[N:26][N:27]=[C:19]3[C:18]=2[N:28]=1)[CH3:12].C(N(CC)CC)C, predict the reaction product. The product is: [CH2:11]([O:13][CH2:14][C:15]1[N:16]([CH2:29][CH:30]=[O:31])[C:17]2[C:22]([CH3:23])=[C:21]([CH3:24])[N:20]3[N:25]=[N:26][N:27]=[C:19]3[C:18]=2[N:28]=1)[CH3:12]. (4) Given the reactants [Br:1][C:2]1[N:3]=[C:4]([C:33]2[CH:38]=[CH:37][C:36]([C:39]([F:42])([F:41])[F:40])=[CH:35][CH:34]=2)[N:5](COCC[Si](C)(C)C)[C:6]=1[C:7]1[N:12]=[C:11]([NH:13][CH2:14][C@@H:15]([NH:17]C(=O)OC(C)(C)C)[CH3:16])[CH:10]=[CH:9][N:8]=1, predict the reaction product. The product is: [Br:1][C:2]1[N:3]=[C:4]([C:33]2[CH:38]=[CH:37][C:36]([C:39]([F:42])([F:40])[F:41])=[CH:35][CH:34]=2)[NH:5][C:6]=1[C:7]1[N:12]=[C:11]([NH:13][CH2:14][C@@H:15]([NH2:17])[CH3:16])[CH:10]=[CH:9][N:8]=1. (5) Given the reactants [CH3:1][N:2]1[CH:6]=[C:5]([C:7]2[CH:8]=[N:9][CH:10]=[CH:11][N:12]=2)[CH:4]=[N:3]1.[H-].[Na+].Cl[CH2:16][C:17]1[CH:27]=[CH:26][C:20]2[N:21]=[C:22]([S:24][CH3:25])[S:23][C:19]=2[CH:18]=1, predict the reaction product. The product is: [CH3:1][N:2]1[CH:6]=[C:5]([C:7]2[CH2:8][N:9]([CH2:16][C:17]3[CH:27]=[CH:26][C:20]4[N:21]=[C:22]([S:24][CH3:25])[S:23][C:19]=4[CH:18]=3)[CH:10]=[CH:11][N:12]=2)[CH:4]=[N:3]1. (6) Given the reactants [C:1]([C:3]1[CH:4]=[N:5][N:6]2[C:11]([CH3:12])=[CH:10][C:9]([C:13]3[CH:18]=[CH:17][C:16]([C:19]([F:22])([F:21])[F:20])=[CH:15][CH:14]=3)=[N:8][C:7]=12)#[CH:2].Br[C:24]1[CH:25]=[C:26]([S:30]([NH2:33])(=[O:32])=[O:31])[CH:27]=[CH:28][CH:29]=1, predict the reaction product. The product is: [CH3:12][C:11]1[N:6]2[N:5]=[CH:4][C:3]([C:1]#[C:2][C:24]3[CH:25]=[C:26]([S:30]([NH2:33])(=[O:32])=[O:31])[CH:27]=[CH:28][CH:29]=3)=[C:7]2[N:8]=[C:9]([C:13]2[CH:18]=[CH:17][C:16]([C:19]([F:21])([F:22])[F:20])=[CH:15][CH:14]=2)[CH:10]=1. (7) Given the reactants N1C2C=CC=CC=2NC1=[O:10].[Cl:11][CH:12]([CH3:24])[CH2:13][C:14]1[CH:23]=[CH:22][C:17]2[NH:18][C:19](=[O:21])[NH:20][C:16]=2[CH:15]=1.[CH3:25][O:26][C:27]1[CH:32]=[CH:31][CH:30]=[CH:29][C:28]=1[N:33]1[CH2:38][CH2:37][NH:36][CH2:35][CH2:34]1.C(N(CC)CC)C, predict the reaction product. The product is: [Cl:11][CH:12]([CH3:24])[CH2:13][C:14]1[CH:23]=[CH:22][C:17]2[NH:18][C:19](=[O:21])[NH:20][C:16]=2[CH:15]=1.[ClH:11].[CH3:25][O:26][C:27]1[CH:32]=[CH:31][CH:30]=[CH:29][C:28]=1[N:33]1[CH2:38][CH2:37][N:36]([CH:12]([CH3:24])[C:13]([C:14]2[CH:23]=[CH:22][C:17]3[NH:18][C:19](=[O:21])[NH:20][C:16]=3[CH:15]=2)=[O:10])[CH2:35][CH2:34]1.